This data is from Reaction yield outcomes from USPTO patents with 853,638 reactions. The task is: Predict the reaction yield, written as a fraction of the theoretical maximum amount of product (1.0 means a 100% yield; for example, 0.34 means a 34% yield). (1) The reactants are [Cl-].O[NH3+:3].[C:4](=[O:7])([O-])[OH:5].[Na+].CS(C)=O.[CH2:13]([C:17]1[N:18]=[C:19]([CH2:48][CH:49]2[CH2:51][CH2:50]2)[N:20]([C:39]2[CH:40]=[CH:41][C:42]3[O:46][CH2:45][CH2:44][C:43]=3[CH:47]=2)[C:21](=[O:38])[C:22]=1[CH2:23][C:24]1[CH:29]=[CH:28][C:27]([C:30]2[C:31]([C:36]#[N:37])=[CH:32][CH:33]=[CH:34][CH:35]=2)=[CH:26][CH:25]=1)[CH2:14][CH2:15][CH3:16]. The catalyst is C(OCC)(=O)C. The product is [CH2:13]([C:17]1[N:18]=[C:19]([CH2:48][CH:49]2[CH2:50][CH2:51]2)[N:20]([C:39]2[CH:40]=[CH:41][C:42]3[O:46][CH2:45][CH2:44][C:43]=3[CH:47]=2)[C:21](=[O:38])[C:22]=1[CH2:23][C:24]1[CH:25]=[CH:26][C:27]([C:30]2[CH:35]=[CH:34][CH:33]=[CH:32][C:31]=2[C:36]2[NH:3][C:4](=[O:7])[O:5][N:37]=2)=[CH:28][CH:29]=1)[CH2:14][CH2:15][CH3:16]. The yield is 0.820. (2) The reactants are [Cl:1][C:2]1[CH:3]=[C:4]([NH:9]/[N:10]=[C:11](\[C:16](=[O:22])[CH2:17][C:18](OC)=[O:19])/[C:12]([O:14][CH3:15])=[O:13])[CH:5]=[CH:6][C:7]=1[Cl:8].O. The catalyst is ClC1C=CC=CC=1Cl. The product is [Cl:1][C:2]1[CH:3]=[C:4]([N:9]2[C:18](=[O:19])[CH:17]=[C:16]([OH:22])[C:11]([C:12]([O:14][CH3:15])=[O:13])=[N:10]2)[CH:5]=[CH:6][C:7]=1[Cl:8]. The yield is 0.552. (3) The product is [Cl:15][C:16]1[CH:24]=[CH:23][CH:22]=[CH:21][C:17]=1[C:18]([N:13]([CH2:12][CH2:11][C:10]#[C:9][C:7]1[CH:6]=[CH:5][CH:4]=[C:3]([CH2:2][F:1])[N:8]=1)[CH3:14])=[O:19]. The reactants are [F:1][CH2:2][C:3]1[N:8]=[C:7]([C:9]#[C:10][CH2:11][CH2:12][NH:13][CH3:14])[CH:6]=[CH:5][CH:4]=1.[Cl:15][C:16]1[CH:24]=[CH:23][CH:22]=[CH:21][C:17]=1[C:18](Cl)=[O:19]. The yield is 0.310. No catalyst specified. (4) The catalyst is C1(C)C=CC=CC=1. The reactants are [CH2:1]([CH:8]([C:14]([NH:16][C@H:17]([C:28]1[S:29][CH:30]=[C:31]([CH2:33][CH3:34])[N:32]=1)[CH2:18][C:19]1[CH:24]=[CH:23][C:22]([N+:25]([O-:27])=[O:26])=[CH:21][CH:20]=1)=[O:15])[C:9]([O:11]CC)=O)[C:2]1[CH:7]=[CH:6][CH:5]=[CH:4][CH:3]=1.C(=O)([O-])[O-].[K+].[K+].[C:41](=[N:44]O)([NH2:43])[CH3:42]. The yield is 0.940. The product is [CH2:33]([C:31]1[N:32]=[C:28]([C@@H:17]([NH:16][C:14](=[O:15])[CH:8]([C:9]2[O:11][N:44]=[C:41]([CH3:42])[N:43]=2)[CH2:1][C:2]2[CH:3]=[CH:4][CH:5]=[CH:6][CH:7]=2)[CH2:18][C:19]2[CH:20]=[CH:21][C:22]([N+:25]([O-:27])=[O:26])=[CH:23][CH:24]=2)[S:29][CH:30]=1)[CH3:34]. (5) The reactants are [CH2:1](O)[CH3:2].[Cl:4][C:5]1[CH:6]=[C:7]2[C:12](=[CH:13][C:14]=1[OH:15])[O:11][CH2:10][CH2:9][CH:8]2[C:16]([OH:18])=[O:17].S(=O)(=O)(O)O. The catalyst is C(OCC)(=O)C. The product is [Cl:4][C:5]1[CH:6]=[C:7]2[C:12](=[CH:13][C:14]=1[OH:15])[O:11][CH2:10][CH2:9][CH:8]2[C:16]([O:18][CH2:1][CH3:2])=[O:17]. The yield is 0.430. (6) The reactants are Cl[C:2]1[N:7]=[C:6]([Cl:8])[N:5]=[C:4]([N:9]2[CH2:14][CH2:13][O:12][CH2:11][CH2:10]2)[N:3]=1.[CH3:15][NH:16][C:17]([NH:19][C:20]1[CH:25]=[CH:24][C:23](B2OC(C)(C)C(C)(C)O2)=[CH:22][CH:21]=1)=[O:18].C([O-])([O-])=O.[Na+].[Na+]. The catalyst is COCCOC.C1C=CC([P]([Pd]([P](C2C=CC=CC=2)(C2C=CC=CC=2)C2C=CC=CC=2)([P](C2C=CC=CC=2)(C2C=CC=CC=2)C2C=CC=CC=2)[P](C2C=CC=CC=2)(C2C=CC=CC=2)C2C=CC=CC=2)(C2C=CC=CC=2)C2C=CC=CC=2)=CC=1. The product is [Cl:8][C:6]1[N:5]=[C:4]([N:9]2[CH2:14][CH2:13][O:12][CH2:11][CH2:10]2)[N:3]=[C:2]([C:23]2[CH:22]=[CH:21][C:20]([NH:19][C:17]([NH:16][CH3:15])=[O:18])=[CH:25][CH:24]=2)[N:7]=1. The yield is 0.340.